From a dataset of Forward reaction prediction with 1.9M reactions from USPTO patents (1976-2016). Predict the product of the given reaction. (1) Given the reactants [NH:1]1[CH2:6][CH2:5][O:4][CH2:3][CH2:2]1.C(N(CC)CC)C.[F:14][C:15]1[CH:16]=[CH:17][C:18]([CH3:24])=[C:19]([CH:23]=1)[C:20](Cl)=[O:21], predict the reaction product. The product is: [F:14][C:15]1[CH:16]=[CH:17][C:18]([CH3:24])=[C:19]([C:20]([N:1]2[CH2:6][CH2:5][O:4][CH2:3][CH2:2]2)=[O:21])[CH:23]=1. (2) Given the reactants [H-].[Al+3].[Li+].[H-].[H-].[H-].[N:7]1([CH:12]([CH3:18])[C:13](OCC)=[O:14])[CH:11]=[CH:10][N:9]=[CH:8]1.[OH-].[Na+], predict the reaction product. The product is: [N:7]1([CH:12]([CH3:18])[CH2:13][OH:14])[CH:11]=[CH:10][N:9]=[CH:8]1. (3) Given the reactants [F:1][C:2]1[CH:3]=[C:4]([N:9]2[C:14](=[O:15])[C:13]([CH3:16])=[C:12]([CH2:17][C:18]3[CH:23]=[CH:22][CH:21]=[CH:20][C:19]=3[CH3:24])[N:11]=[CH:10]2)[CH:5]=[CH:6][C:7]=1[OH:8].Cl[C:26]1[C:35]2[C:30](=[CH:31][C:32]([O:38][CH2:39][CH2:40][CH2:41][N:42]3[CH2:47][CH2:46][O:45][CH2:44][CH2:43]3)=[C:33]([O:36][CH3:37])[CH:34]=2)[N:29]=[CH:28][CH:27]=1, predict the reaction product. The product is: [F:1][C:2]1[CH:3]=[C:4]([N:9]2[C:14](=[O:15])[C:13]([CH3:16])=[C:12]([CH2:17][C:18]3[CH:23]=[CH:22][CH:21]=[CH:20][C:19]=3[CH3:24])[N:11]=[CH:10]2)[CH:5]=[CH:6][C:7]=1[O:8][C:26]1[C:35]2[C:30](=[CH:31][C:32]([O:38][CH2:39][CH2:40][CH2:41][N:42]3[CH2:43][CH2:44][O:45][CH2:46][CH2:47]3)=[C:33]([O:36][CH3:37])[CH:34]=2)[N:29]=[CH:28][CH:27]=1. (4) Given the reactants [Cl:1][C:2]1[CH:7]=[CH:6][C:5]([C:8]2[CH:9]=[N:10][CH:11]=[C:12]3[C:17]=2[N:16]=[C:15]([C:18]([OH:20])=O)[CH:14]=[CH:13]3)=[CH:4][CH:3]=1.F[B-](F)(F)F.N1(OC(N(C)C)=[N+](C)C)C2C=CC=CC=2N=N1.C([N:46]([CH2:50]C)[CH:47]([CH3:49])[CH3:48])(C)C.C1(CN)CC1, predict the reaction product. The product is: [Cl:1][C:2]1[CH:3]=[CH:4][C:5]([C:8]2[CH:9]=[N:10][CH:11]=[C:12]3[C:17]=2[N:16]=[C:15]([C:18]([N:46]([CH:47]2[CH2:48][CH2:49]2)[CH3:50])=[O:20])[CH:14]=[CH:13]3)=[CH:6][CH:7]=1. (5) Given the reactants [Br:1][C:2]1[N:7]=[C:6]([NH2:8])[C:5]([N+:9]([O-])=O)=[CH:4][CH:3]=1.CC(O)=O.CO, predict the reaction product. The product is: [Br:1][C:2]1[N:7]=[C:6]([NH2:8])[C:5]([NH2:9])=[CH:4][CH:3]=1.